From a dataset of Forward reaction prediction with 1.9M reactions from USPTO patents (1976-2016). Predict the product of the given reaction. Given the reactants [F:1][C@H:2]1[C@@H:7]([CH2:8][NH:9][C:10]([C:12]2[N:13]=[N:14][C:15]([CH2:31][CH2:32][CH2:33][CH3:34])=[C:16]([C:18]3[CH:23]=[CH:22][C:21]([O:24][CH:25]4[CH2:30][CH2:29][CH2:28][CH2:27][CH2:26]4)=[CH:20][CH:19]=3)[CH:17]=2)=[O:11])[CH2:6][CH2:5][N:4]([CH3:35])[CH2:3]1.[ClH:36].O1CCOCC1, predict the reaction product. The product is: [ClH:36].[ClH:36].[F:1][C@H:2]1[C@@H:7]([CH2:8][NH:9][C:10]([C:12]2[N:13]=[N:14][C:15]([CH2:31][CH2:32][CH2:33][CH3:34])=[C:16]([C:18]3[CH:23]=[CH:22][C:21]([O:24][CH:25]4[CH2:30][CH2:29][CH2:28][CH2:27][CH2:26]4)=[CH:20][CH:19]=3)[CH:17]=2)=[O:11])[CH2:6][CH2:5][N:4]([CH3:35])[CH2:3]1.